This data is from Full USPTO retrosynthesis dataset with 1.9M reactions from patents (1976-2016). The task is: Predict the reactants needed to synthesize the given product. The reactants are: FC(F)(F)C(O)=O.[CH3:8][O:9][C:10]1[CH:11]=[C:12]([NH:16][C:17]([C:19]2[S:20][CH:21]=[CH:22][C:23]=2[NH:24]C(=O)OC(C)(C)C)=[O:18])[CH:13]=[CH:14][CH:15]=1. Given the product [NH2:24][C:23]1[CH:22]=[CH:21][S:20][C:19]=1[C:17]([NH:16][C:12]1[CH:13]=[CH:14][CH:15]=[C:10]([O:9][CH3:8])[CH:11]=1)=[O:18], predict the reactants needed to synthesize it.